This data is from Reaction yield outcomes from USPTO patents with 853,638 reactions. The task is: Predict the reaction yield, written as a fraction of the theoretical maximum amount of product (1.0 means a 100% yield; for example, 0.34 means a 34% yield). (1) The reactants are B(F)(F)F.CCOCC.[CH2:10]([SH:14])[CH2:11][CH2:12][SH:13].[F:15][C:16]([F:26])([F:25])[C:17]1[CH:18]=[C:19]([CH:22]=[CH:23][CH:24]=1)[CH:20]=O.CCOC(C)=O.CCCCCC. The catalyst is C(Cl)Cl. The product is [F:15][C:16]([F:25])([F:26])[C:17]1[CH:18]=[C:19]([CH:20]2[S:14][CH2:10][CH2:11][CH2:12][S:13]2)[CH:22]=[CH:23][CH:24]=1. The yield is 1.00. (2) The reactants are [Cl:1][C:2]1[NH:7][C:6](=[O:8])[NH:5][C:4](=[O:9])[CH:3]=1.[H-].[Na+].[Br-].[Li+].Br[CH2:15][C:16]1[C:17]([C:22]#[N:23])=[CH:18][CH:19]=[CH:20][CH:21]=1.[H-].[Li+].[Li+].[I-].[Na+].[I-]. The product is [Cl:1][C:2]1[N:7]([CH2:15][C:16]2[CH:21]=[CH:20][CH:19]=[CH:18][C:17]=2[C:22]#[N:23])[C:6](=[O:8])[NH:5][C:4](=[O:9])[CH:3]=1. The yield is 0.540. The catalyst is CN(C=O)C.CS(C)=O.CN(C=O)C.C1COCC1.CS(C)=O. (3) The reactants are [CH3:1][CH:2]([CH3:43])[C@H:3]([NH:38][C:39](=[O:42])[O:40][CH3:41])[C:4](=[O:37])[N:5]1[CH2:9][CH2:8][CH2:7][C@H:6]1[C:10]1[NH:11][C:12]([C:15]2[CH:20]=[CH:19][C:18]([C:21]3[CH:26]=[CH:25][C:24]([C:27]4[NH:31][C:30]([C@@H:32]5[CH2:36][CH2:35][CH2:34][NH:33]5)=[N:29][CH:28]=4)=[CH:23][CH:22]=3)=[CH:17][CH:16]=2)=[CH:13][N:14]=1.CCN(C(C)C)C(C)C.[CH3:53][CH:54]([CH3:66])[C@H:55]([NH:59][C:60]1[CH:61]=[N:62][CH:63]=[CH:64][CH:65]=1)[C:56](O)=[O:57].CN(C(ON1N=NC2C=CC=NC1=2)=[N+](C)C)C.F[P-](F)(F)(F)(F)F. The catalyst is CN(C=O)C. The product is [CH3:1][CH:2]([CH3:43])[C@H:3]([NH:38][C:39](=[O:42])[O:40][CH3:41])[C:4]([N:5]1[CH2:9][CH2:8][CH2:7][C@H:6]1[C:10]1[NH:11][C:12]([C:15]2[CH:20]=[CH:19][C:18]([C:21]3[CH:22]=[CH:23][C:24]([C:27]4[NH:31][C:30]([C@@H:32]5[CH2:36][CH2:35][CH2:34][N:33]5[C:56](=[O:57])[C@H:55]([CH:54]([CH3:53])[CH3:66])[NH:59][C:60]5[CH:61]=[N:62][CH:63]=[CH:64][CH:65]=5)=[N:29][CH:28]=4)=[CH:25][CH:26]=3)=[CH:17][CH:16]=2)=[CH:13][N:14]=1)=[O:37]. The yield is 0.560. (4) The product is [NH2:1][C:2]1[CH:7]=[CH:6][C:5]([O:8][C:22]2[CH:23]=[CH:24][C:19]([C:18]#[N:40])=[N:20][CH:21]=2)=[C:4]([CH3:9])[CH:3]=1. The reactants are [NH2:1][C:2]1[CH:7]=[CH:6][C:5]([OH:8])=[C:4]([CH3:9])[CH:3]=1.ClC1C=C(NC2C3C(O)=CC=CC=3N=CN=2)C=CC=1O[CH2:18][C:19]1[CH:24]=[CH:23][CH:22]=[CH:21][N:20]=1.[H-].[Na+].C[N:40](C=O)C. The yield is 0.980. The catalyst is O. (5) The product is [CH2:20]([C@H:27]1[CH2:31][O:30][C:29](=[O:32])[N:28]1[C:41](=[O:42])[CH2:40][CH:39]([CH3:44])[CH3:38])[C:21]1[CH:22]=[CH:23][CH:24]=[CH:25][CH:26]=1. The catalyst is O1CCCC1.ClCCl. The reactants are C1(C(C2C=CC=CC=2)C2C=CC=CC=2)C=CC=CC=1.[CH2:20]([C@H:27]1[CH2:31][O:30][C:29](=[O:32])[NH:28]1)[C:21]1[CH:26]=[CH:25][CH:24]=[CH:23][CH:22]=1.C([Li])CCC.[CH3:38][CH:39]([CH3:44])[CH2:40][C:41](Cl)=[O:42].C(=O)(O)[O-].[Na+]. The yield is 0.800. (6) The reactants are [OH-].[Na+].[C:3]([C:11]1[CH:39]=[CH:38][C:14]2[N:15]=[C:16]([C:18]3[C:19]([CH3:37])=[C:20]([C:24]([N:26]4[CH2:31][CH2:30][CH:29]([C:32]([O:34]CC)=[O:33])[CH2:28][CH2:27]4)=[O:25])[NH:21][C:22]=3[CH3:23])[NH:17][C:13]=2[CH:12]=1)(=[O:10])[C:4]1[CH:9]=[CH:8][CH:7]=[CH:6][CH:5]=1.Cl. The catalyst is C(O)C. The product is [C:3]([C:11]1[CH:39]=[CH:38][C:14]2[N:15]=[C:16]([C:18]3[C:19]([CH3:37])=[C:20]([C:24]([N:26]4[CH2:27][CH2:28][CH:29]([C:32]([OH:34])=[O:33])[CH2:30][CH2:31]4)=[O:25])[NH:21][C:22]=3[CH3:23])[NH:17][C:13]=2[CH:12]=1)(=[O:10])[C:4]1[CH:5]=[CH:6][CH:7]=[CH:8][CH:9]=1. The yield is 0.780. (7) The reactants are C([O:3][C:4](=O)[CH2:5][CH:6]([CH2:11][N+:12]([O-])=O)[CH2:7][CH2:8][CH2:9][CH3:10])C.[H][H]. The catalyst is CO.[Ni]. The product is [CH2:7]([CH:6]1[CH2:11][NH:12][C:4](=[O:3])[CH2:5]1)[CH2:8][CH2:9][CH3:10]. The yield is 0.910. (8) The reactants are [C:1]([C:3]1[N:8]=[CH:7][C:6]([CH2:9][NH:10][C:11]2[CH:29]=[CH:28][CH:27]=[CH:26][C:12]=2[C:13]([NH:15][C:16]2[CH:17]=[C:18]3[C:22](=[CH:23][CH:24]=2)[NH:21][C:20](=[O:25])[CH2:19]3)=[O:14])=[CH:5][CH:4]=1)#[N:2].C(=O)([O-])[O-:31].[K+].[K+].OO. The catalyst is CS(C)=O.O. The product is [O:25]=[C:20]1[CH2:19][C:18]2[C:22](=[CH:23][CH:24]=[C:16]([NH:15][C:13]([C:12]3[CH:26]=[CH:27][CH:28]=[CH:29][C:11]=3[NH:10][CH2:9][C:6]3[CH:5]=[CH:4][C:3]([C:1]([NH2:2])=[O:31])=[N:8][CH:7]=3)=[O:14])[CH:17]=2)[NH:21]1. The yield is 0.110. (9) The reactants are [CH2:1]([N:8]1[CH2:13][CH2:12][C:11](=[O:14])[CH2:10][CH2:9]1)[C:2]1[CH:7]=[CH:6][CH:5]=[CH:4][CH:3]=1.C[Si](C)(C)[N-][Si](C)(C)C.[Li+].I[CH2:26][CH3:27]. The catalyst is C1COCC1. The product is [CH2:1]([N:8]1[CH2:13][CH2:12][C:11](=[O:14])[CH:10]([CH2:26][CH3:27])[CH2:9]1)[C:2]1[CH:3]=[CH:4][CH:5]=[CH:6][CH:7]=1. The yield is 0.115. (10) The reactants are [Br:1][C:2]1[N:6]2[C:7](=[O:21])[CH:8]=[C:9]([CH2:11][N:12]3[C:16]([Cl:17])=[CH:15][C:14]([N+:18]([O-])=O)=[N:13]3)[N:10]=[C:5]2[S:4][C:3]=1[CH3:22].[Cl-].[NH4+]. The catalyst is C(O)C.O.[Fe]. The product is [NH2:18][C:14]1[CH:15]=[C:16]([Cl:17])[N:12]([CH2:11][C:9]2[N:10]=[C:5]3[S:4][C:3]([CH3:22])=[C:2]([Br:1])[N:6]3[C:7](=[O:21])[CH:8]=2)[N:13]=1. The yield is 0.0400.